Dataset: Forward reaction prediction with 1.9M reactions from USPTO patents (1976-2016). Task: Predict the product of the given reaction. (1) The product is: [CH2:1]([O:8][C:9]([NH:11][C@H:12]([C:25]1[N:36]=[C:35]([C:34]2[CH:38]=[CH:39][C:31]([O:30][CH3:29])=[CH:32][CH:33]=2)[S:37][CH:26]=1)[CH2:13][CH2:14][CH2:15][CH2:16][NH:17][C:18](=[O:24])[O:19][C:20]([CH3:23])([CH3:22])[CH3:21])=[O:10])[C:2]1[CH:7]=[CH:6][CH:5]=[CH:4][CH:3]=1. Given the reactants [CH2:1]([O:8][C:9]([NH:11][C@H:12]([C:25](=O)[CH2:26]Br)[CH2:13][CH2:14][CH2:15][CH2:16][NH:17][C:18](=[O:24])[O:19][C:20]([CH3:23])([CH3:22])[CH3:21])=[O:10])[C:2]1[CH:7]=[CH:6][CH:5]=[CH:4][CH:3]=1.[CH3:29][O:30][C:31]1[CH:39]=[CH:38][C:34]([C:35](=[S:37])[NH2:36])=[CH:33][CH:32]=1, predict the reaction product. (2) Given the reactants [ClH:1].CC([N:6]([CH:10]1[CH2:15][CH2:14][C:13]([F:17])([F:16])[CH2:12][CH2:11]1)C(=O)[O-])(C)C, predict the reaction product. The product is: [ClH:1].[F:16][C:13]1([F:17])[CH2:14][CH2:15][CH:10]([NH2:6])[CH2:11][CH2:12]1.